From a dataset of Reaction yield outcomes from USPTO patents with 853,638 reactions. Predict the reaction yield, written as a fraction of the theoretical maximum amount of product (1.0 means a 100% yield; for example, 0.34 means a 34% yield). (1) The reactants are [F:1][C:2]1[CH:3]=[C:4]([C:13]2[CH:18]=[CH:17][CH:16]=[CH:15][C:14]=2[CH3:19])[C:5]2[O:9][CH:8]([CH2:10][NH2:11])[CH2:7][C:6]=2[CH:12]=1.C(N(C(C)C)CC)(C)C.Cl[C:30]([O:32][CH2:33][C:34]1[CH:39]=[CH:38][CH:37]=[CH:36][CH:35]=1)=[O:31].C1(C2C3OC(CNC(=O)OCC4C=CC=CC=4)CC=3C=CC=2)CCCC1. No catalyst specified. The yield is 0.920. The product is [CH2:33]([O:32][C:30](=[O:31])[NH:11][CH2:10][CH:8]1[CH2:7][C:6]2[CH:12]=[C:2]([F:1])[CH:3]=[C:4]([C:13]3[CH:18]=[CH:17][CH:16]=[CH:15][C:14]=3[CH3:19])[C:5]=2[O:9]1)[C:34]1[CH:39]=[CH:38][CH:37]=[CH:36][CH:35]=1. (2) The reactants are [N:1]1[C:8](Cl)=[N:7][C:5](Cl)=[N:4][C:2]=1[Cl:3].[F:10][C:11]1[CH:16]=[CH:15][C:14]([CH2:17][NH2:18])=[CH:13][CH:12]=1.C([N:22]([CH2:26][CH3:27])C(C)C)(C)C. The catalyst is C(#N)C. The product is [Cl:3][C:2]1[N:1]=[C:8]([NH:18][CH2:17][C:14]2[CH:15]=[CH:16][C:11]([F:10])=[CH:12][CH:13]=2)[N:7]=[C:5]([NH:22][CH2:26][C:27]2[CH:15]=[CH:16][C:11]([F:10])=[CH:12][CH:13]=2)[N:4]=1. The yield is 0.950. (3) The reactants are [F:1][C:2]1[C:18]([CH:19]=O)=[C:17]([B:21]2[O:25]C(C)(C)C(C)(C)[O:22]2)[CH:16]=[CH:15][C:3]=1[O:4][C:5]1[CH:12]=[CH:11][C:8]([C:9]#[N:10])=[C:7]([O:13][CH3:14])[N:6]=1.[BH4-].[Na+].Cl. The catalyst is CO. The product is [F:1][C:2]1[C:18]2[CH2:19][O:22][B:21]([OH:25])[C:17]=2[CH:16]=[CH:15][C:3]=1[O:4][C:5]1[CH:12]=[CH:11][C:8]([C:9]#[N:10])=[C:7]([O:13][CH3:14])[N:6]=1. The yield is 0.200.